This data is from Ames mutagenicity test results for genotoxicity prediction. The task is: Regression/Classification. Given a drug SMILES string, predict its toxicity properties. Task type varies by dataset: regression for continuous values (e.g., LD50, hERG inhibition percentage) or binary classification for toxic/non-toxic outcomes (e.g., AMES mutagenicity, cardiotoxicity, hepatotoxicity). Dataset: ames. (1) The molecule is O=NN(CCO)CCO. The result is 1 (mutagenic). (2) The drug is c1ccc2c(c1)CCCC2. The result is 0 (non-mutagenic). (3) The compound is Clc1ccccc1Cl. The result is 0 (non-mutagenic). (4) The drug is O=[N+]([O-])c1ccc2c(c1)CCc1cc3c(cc1-2)CCCC3. The result is 1 (mutagenic). (5) The compound is Clc1ccc(COC(Cn2ccnc2)c2ccc(Cl)cc2Cl)cc1. The result is 0 (non-mutagenic). (6) The drug is CC(=O)OC/C=C(C)/C=C/C=C(C)/C=C/C1=C(C)CCCC1(C)C. The result is 0 (non-mutagenic). (7) The drug is CC/C=C/CC/C=C/C=O. The result is 0 (non-mutagenic).